From a dataset of Full USPTO retrosynthesis dataset with 1.9M reactions from patents (1976-2016). Predict the reactants needed to synthesize the given product. (1) Given the product [CH3:18][O:17][CH2:16][CH2:15][N:1]1[C:11]2[C:6](=[CH:7][CH:8]=[CH:9][CH:10]=2)[CH2:4][C:2]1=[O:3], predict the reactants needed to synthesize it. The reactants are: [NH:1]1[C:11]2[C:6](=[CH:7][CH:8]=[CH:9][CH:10]=2)[C:4](=O)[C:2]1=[O:3].[H-].[Na+].Br[CH2:15][CH2:16][O:17][CH3:18].O.NN.Cl. (2) Given the product [N:1]1([C:6]2[CH2:11][CH2:10][C:9]([CH3:12])([CH3:13])[CH:8]([NH:14][C:16]3[CH:23]=[CH:22][C:19]([C:20]#[N:21])=[C:18]([F:24])[CH:17]=3)[CH:7]=2)[CH:5]=[CH:4][N:3]=[CH:2]1, predict the reactants needed to synthesize it. The reactants are: [N:1]1([C:6]2[CH2:11][CH2:10][C:9]([CH3:13])([CH3:12])[CH:8]([NH2:14])[CH:7]=2)[CH:5]=[CH:4][N:3]=[CH:2]1.Br[C:16]1[CH:23]=[CH:22][C:19]([C:20]#[N:21])=[C:18]([F:24])[CH:17]=1.CC(C)([O-])C.[Na+].C1C=CC(P(C2C(C3C(P(C4C=CC=CC=4)C4C=CC=CC=4)=CC=C4C=3C=CC=C4)=C3C(C=CC=C3)=CC=2)C2C=CC=CC=2)=CC=1.